From a dataset of Full USPTO retrosynthesis dataset with 1.9M reactions from patents (1976-2016). Predict the reactants needed to synthesize the given product. (1) Given the product [CH3:25][N:3]([CH3:2])[C:6]1[C:10]([C:11]([O:13][CH2:14][CH3:15])=[O:12])=[CH:9][N:8]([CH2:16][C:17]2[CH:22]=[CH:21][C:20]([O:23][CH3:24])=[CH:19][CH:18]=2)[N:7]=1, predict the reactants needed to synthesize it. The reactants are: [BH3-][C:2]#[N:3].[Na+].N[C:6]1[C:10]([C:11]([O:13][CH2:14][CH3:15])=[O:12])=[CH:9][N:8]([CH2:16][C:17]2[CH:22]=[CH:21][C:20]([O:23][CH3:24])=[CH:19][CH:18]=2)[N:7]=1.[CH2:25]=O. (2) Given the product [Cl:37][C:34]1[CH:35]=[CH:36][C:31]([NH:30][C:28]2[O:29][C:25]3[CH:24]=[CH:23][C:22]([O:21][C:18]4[CH:17]=[CH:16][N:15]=[C:14]5[CH:13]=[C:12]([C:9]6[CH:8]=[CH:7][C:6]([CH:2]=[O:1])=[CH:11][N:10]=6)[S:20][C:19]=45)=[CH:38][C:26]=3[N:27]=2)=[CH:32][CH:33]=1, predict the reactants needed to synthesize it. The reactants are: [O:1]1CCO[CH:2]1[C:6]1[CH:7]=[CH:8][C:9]([C:12]2[S:20][C:19]3[C:14](=[N:15][CH:16]=[CH:17][C:18]=3[O:21][C:22]3[CH:23]=[CH:24][C:25]4[O:29][C:28]([NH:30][C:31]5[CH:36]=[CH:35][C:34]([Cl:37])=[CH:33][CH:32]=5)=[N:27][C:26]=4[CH:38]=3)[CH:13]=2)=[N:10][CH:11]=1.Cl. (3) Given the product [CH:22]1([NH:26][C:2]2[CH:12]=[CH:11][C:5]([C:6]([O:8][CH2:9][CH3:10])=[O:7])=[CH:4][C:3]=2[N+:13]([O-:15])=[O:14])[CH2:25][CH2:24][CH2:23]1, predict the reactants needed to synthesize it. The reactants are: Cl[C:2]1[CH:12]=[CH:11][C:5]([C:6]([O:8][CH2:9][CH3:10])=[O:7])=[CH:4][C:3]=1[N+:13]([O-:15])=[O:14].C([O-])([O-])=O.[K+].[K+].[CH:22]1([NH2:26])[CH2:25][CH2:24][CH2:23]1. (4) Given the product [F:42][C:2]1([F:1])[C@@H:7]([O:8][C:9]2[CH:16]=[CH:15][C:14]([C:17]3[N:22]=[C:21]([NH:23][C:24]4[CH:29]=[CH:28][C:27]([N:30]5[CH2:35][CH2:34][N:33]([CH:36]6[CH2:39][O:38][CH2:37]6)[CH2:32][CH2:31]5)=[C:26]([O:40][CH3:41])[CH:25]=4)[N:20]=[CH:19][N:18]=3)=[CH:13][C:10]=2[C:11]#[N:12])[CH2:6][CH2:5][N:4]([C:43](=[O:47])[C@@H:44]([OH:45])[CH3:46])[CH2:3]1, predict the reactants needed to synthesize it. The reactants are: [F:1][C:2]1([F:42])[C@@H:7]([O:8][C:9]2[CH:16]=[CH:15][C:14]([C:17]3[N:22]=[C:21]([NH:23][C:24]4[CH:29]=[CH:28][C:27]([N:30]5[CH2:35][CH2:34][N:33]([CH:36]6[CH2:39][O:38][CH2:37]6)[CH2:32][CH2:31]5)=[C:26]([O:40][CH3:41])[CH:25]=4)[N:20]=[CH:19][N:18]=3)=[CH:13][C:10]=2[C:11]#[N:12])[CH2:6][CH2:5][NH:4][CH2:3]1.[C:43](O)(=[O:47])[C@H:44]([CH3:46])[OH:45].C(N(CC)C(C)C)(C)C.CN(C(ON1N=NC2C=CC=NC1=2)=[N+](C)C)C.F[P-](F)(F)(F)(F)F. (5) Given the product [CH3:27][O:26][C:23]1[CH:24]=[C:25]2[C:20](=[CH:21][CH:22]=1)[N:19]=[CH:18][CH:17]=[C:16]2[C@@H:15]([OH:28])[CH2:14][N:11]1[CH2:12][CH2:13][NH:8][CH2:9][CH2:10]1, predict the reactants needed to synthesize it. The reactants are: C(OC([N:8]1[CH2:13][CH2:12][N:11]([CH2:14][C@H:15]([OH:28])[C:16]2[C:25]3[C:20](=[CH:21][CH:22]=[C:23]([O:26][CH3:27])[CH:24]=3)[N:19]=[CH:18][CH:17]=2)[CH2:10][CH2:9]1)=O)(C)(C)C.FC(F)(F)C(O)=O.